From a dataset of Catalyst prediction with 721,799 reactions and 888 catalyst types from USPTO. Predict which catalyst facilitates the given reaction. (1) Reactant: [C:1]1([S:7](Cl)(=[O:9])=[O:8])[CH:6]=[CH:5][CH:4]=[CH:3][CH:2]=1.[Cl:11][C:12]1[CH:13]=[C:14]2[C:19](=[C:20]([NH2:22])[CH:21]=1)[N:18]=[CH:17][CH:16]=[CH:15]2.N1C=CC=CC=1. Product: [Cl:11][C:12]1[CH:13]=[C:14]2[C:19](=[C:20]([NH:22][S:7]([C:1]3[CH:6]=[CH:5][CH:4]=[CH:3][CH:2]=3)(=[O:9])=[O:8])[CH:21]=1)[N:18]=[CH:17][CH:16]=[CH:15]2. The catalyst class is: 376. (2) Reactant: [CH3:1][O:2][C:3]1[CH:4]=[C:5]2[C:10](=[CH:11][C:12]=1[O:13][CH3:14])[N:9]=[CH:8][CH:7]=[C:6]2[O:15][C:16]1[C:22]([CH3:23])=[CH:21][C:19]([NH2:20])=[C:18]([CH3:24])[CH:17]=1.Cl[C:26](Cl)([O:28][C:29](=[O:35])OC(Cl)(Cl)Cl)Cl.[CH2:37](O)[CH2:38][CH2:39][CH:40]=C.C(=O)(O)[O-].[Na+]. Product: [CH3:1][O:2][C:3]1[CH:4]=[C:5]2[C:10](=[CH:11][C:12]=1[O:13][CH3:14])[N:9]=[CH:8][CH:7]=[C:6]2[O:15][C:16]1[C:22]([CH3:23])=[CH:21][C:19]([NH:20][C:29](=[O:35])[O:28][CH2:26][CH2:40][CH2:39][CH:38]=[CH2:37])=[C:18]([CH3:24])[CH:17]=1. The catalyst class is: 208. (3) Reactant: [NH2:1][C:2]1[CH:12]=[CH:11][C:5]2[N:6]([CH3:10])[C:7](=[O:9])[O:8][C:4]=2[CH:3]=1.C(O[CH:16]=[C:17]([C:23](=[O:30])[NH:24][C:25](OCC)=[O:26])[C:18]([O:20][CH2:21][CH3:22])=[O:19])C.CC(C)([O-])C.[K+].Cl. The catalyst class is: 8. Product: [CH3:10][N:6]1[C:5]2[CH:11]=[CH:12][C:2]([N:1]3[CH:16]=[C:17]([C:18]([O:20][CH2:21][CH3:22])=[O:19])[C:23](=[O:30])[NH:24][C:25]3=[O:26])=[CH:3][C:4]=2[O:8][C:7]1=[O:9]. (4) Reactant: [C:1]([S:4][C:5]([CH3:45])([CH3:44])[CH:6]([NH:36]C(OC(C)(C)C)=O)[C:7]([O:9][C@H:10]([C:21]1[CH:26]=[CH:25][C:24]([O:27][CH:28]([F:30])[F:29])=[C:23]([O:31][CH2:32][CH:33]2[CH2:35][CH2:34]2)[CH:22]=1)[CH2:11][C:12]1[C:17]([Cl:18])=[CH:16][N+:15]([O-:19])=[CH:14][C:13]=1[Cl:20])=[O:8])(=[O:3])[CH3:2].Cl.O1CCOCC1. Product: [C:1]([S:4][C:5]([CH3:45])([CH3:44])[CH:6]([NH2:36])[C:7]([O:9][C@H:10]([C:21]1[CH:26]=[CH:25][C:24]([O:27][CH:28]([F:30])[F:29])=[C:23]([O:31][CH2:32][CH:33]2[CH2:35][CH2:34]2)[CH:22]=1)[CH2:11][C:12]1[C:13]([Cl:20])=[CH:14][N+:15]([O-:19])=[CH:16][C:17]=1[Cl:18])=[O:8])(=[O:3])[CH3:2]. The catalyst class is: 2. (5) The catalyst class is: 23. Product: [CH2:1]([C:3]1[C:11]([I:19])=[CH:10][C:6]2[O:7][CH2:8][O:9][C:5]=2[CH:4]=1)[CH3:2]. Reactant: [CH2:1]([C:3]1[CH:11]=[CH:10][C:6]2[O:7][CH2:8][O:9][C:5]=2[CH:4]=1)[CH3:2].C1C(=O)N([I:19])C(=O)C1.C(O)(C(F)(F)F)=O.[O-]S([O-])(=S)=O.[Na+].[Na+]. (6) Reactant: [C:1]([O:5][C:6](=[O:13])[NH:7][C@H:8]([CH2:11][OH:12])[CH2:9][CH3:10])([CH3:4])([CH3:3])[CH3:2].C(N(CC)CC)C.C(O)(=O)CC(CC(O)=O)(C(O)=O)O. Product: [C:1]([O:5][C:6](=[O:13])[NH:7][C@H:8]([CH:11]=[O:12])[CH2:9][CH3:10])([CH3:2])([CH3:3])[CH3:4]. The catalyst class is: 16.